This data is from Catalyst prediction with 721,799 reactions and 888 catalyst types from USPTO. The task is: Predict which catalyst facilitates the given reaction. Reactant: C([N:14]1[CH2:17][C:16]([C:19]([OH:22])([CH3:21])[CH3:20])([OH:18])[CH2:15]1)(C1C=CC=CC=1)C1C=CC=CC=1.OCC1(OC[C@@H](O)[C@@H](O)[C@H]1O)O.[H][H]. Product: [OH:22][C:19]([C:16]1([OH:18])[CH2:17][NH:14][CH2:15]1)([CH3:21])[CH3:20]. The catalyst class is: 19.